Dataset: Peptide-MHC class II binding affinity with 134,281 pairs from IEDB. Task: Regression. Given a peptide amino acid sequence and an MHC pseudo amino acid sequence, predict their binding affinity value. This is MHC class II binding data. The peptide sequence is ATAAAAAAVDRGDPP. The MHC is DRB1_0301 with pseudo-sequence DRB1_0301. The binding affinity (normalized) is 0.0120.